This data is from CYP2D6 inhibition data for predicting drug metabolism from PubChem BioAssay. The task is: Regression/Classification. Given a drug SMILES string, predict its absorption, distribution, metabolism, or excretion properties. Task type varies by dataset: regression for continuous measurements (e.g., permeability, clearance, half-life) or binary classification for categorical outcomes (e.g., BBB penetration, CYP inhibition). Dataset: cyp2d6_veith. (1) The compound is C/C(N)=C(/C#N)C(=O)COc1ncnc2ccc(Br)cc12. The result is 0 (non-inhibitor). (2) The drug is COc1ccc(Oc2ncc3ncc(=O)n(CCc4ccccc4)c3n2)cc1. The result is 0 (non-inhibitor). (3) The molecule is O=C(O)[C@H]1O[C@H]1C(=O)O. The result is 0 (non-inhibitor). (4) The compound is COCCn1c(=O)c(-c2ccc(OC)cc2)nc2cnc(OCc3ccccc3)nc21. The result is 0 (non-inhibitor).